From a dataset of Reaction yield outcomes from USPTO patents with 853,638 reactions. Predict the reaction yield, written as a fraction of the theoretical maximum amount of product (1.0 means a 100% yield; for example, 0.34 means a 34% yield). (1) The product is [Cl:34][C:27]1[C:28]([C:30]([F:33])([F:31])[F:32])=[CH:29][C:24]([N:20]2[CH2:19][C:18]([CH2:17][O:16][C:6]3[C:5]([CH:2]4[CH2:3][CH2:4]4)=[CH:14][C:9]([C:10]([O:12][CH3:13])=[O:11])=[C:8]([F:15])[CH:7]=3)([CH3:22])[CH2:21]2)=[N:25][CH:26]=1. The catalyst is C1(C)C=CC=CC=1.C(OCC)(=O)C.C1C=CC(/C=C/C(/C=C/C2C=CC=CC=2)=O)=CC=1.C1C=CC(/C=C/C(/C=C/C2C=CC=CC=2)=O)=CC=1.[Pd]. The yield is 0.460. The reactants are Cl.[CH:2]1([C:5]2[C:6]([O:16][CH2:17][C:18]3([CH3:22])[CH2:21][NH:20][CH2:19]3)=[CH:7][C:8]([F:15])=[C:9]([CH:14]=2)[C:10]([O:12][CH3:13])=[O:11])[CH2:4][CH2:3]1.Cl[C:24]1[CH:29]=[C:28]([C:30]([F:33])([F:32])[F:31])[C:27]([Cl:34])=[CH:26][N:25]=1.C(=O)([O-])[O-].[Cs+].[Cs+].C1(P(C2C=CC=CC=2)C2C=CC3C(=CC=CC=3)C=2C2C3C(=CC=CC=3)C=CC=2P(C2C=CC=CC=2)C2C=CC=CC=2)C=CC=CC=1. (2) The reactants are [F:1][C:2]1[CH:11]=[C:10]([CH:12]=[O:13])[CH:9]=[CH:8][C:3]=1[C:4]([O:6][CH3:7])=[O:5].[CH2:14](O)[CH2:15][OH:16]. The catalyst is C1C=CC=CC=1.O.C1(C)C=CC(S(O)(=O)=O)=CC=1. The product is [O:13]1[CH2:14][CH2:15][O:16][CH:12]1[C:10]1[CH:9]=[CH:8][C:3]([C:4]([O:6][CH3:7])=[O:5])=[C:2]([F:1])[CH:11]=1. The yield is 0.800. (3) The reactants are [C:1]([C:5]1[CH:34]=[CH:33][C:8]([O:9][C:10]2[CH:15]=[CH:14][C:13]([C:16]3[CH:21]=[CH:20][C:19]([O:22][C:23]([F:26])([F:25])[F:24])=[CH:18][CH:17]=3)=[CH:12][C:11]=2/[CH:27]=[CH:28]\[C:29]([O:31]C)=[O:30])=[CH:7][CH:6]=1)([CH3:4])([CH3:3])[CH3:2].CO.[OH-].[Na+].Cl. The catalyst is O1CCCC1. The product is [C:1]([C:5]1[CH:34]=[CH:33][C:8]([O:9][C:10]2[CH:15]=[CH:14][C:13]([C:16]3[CH:21]=[CH:20][C:19]([O:22][C:23]([F:24])([F:25])[F:26])=[CH:18][CH:17]=3)=[CH:12][C:11]=2/[CH:27]=[CH:28]\[C:29]([OH:31])=[O:30])=[CH:7][CH:6]=1)([CH3:4])([CH3:2])[CH3:3]. The yield is 0.932.